Predict the reaction yield, written as a fraction of the theoretical maximum amount of product (1.0 means a 100% yield; for example, 0.34 means a 34% yield). From a dataset of Reaction yield outcomes from USPTO patents with 853,638 reactions. The reactants are C[C:2]1[C:7]([NH2:8])=[CH:6][CH:5]=[C:4]([CH3:9])[C:3]=1[NH2:10].[CH3:11][C:12]([O:15][C:16](O[C:16]([O:15][C:12]([CH3:14])([CH3:13])[CH3:11])=[O:17])=[O:17])([CH3:14])[CH3:13].[CH2:26]1COCC1. No catalyst specified. The product is [C:12]([O:15][C:16](=[O:17])[NH:10][C:3]1[CH:2]=[C:7]([NH2:8])[C:6]([CH3:26])=[CH:5][C:4]=1[CH3:9])([CH3:14])([CH3:13])[CH3:11]. The yield is 0.950.